From a dataset of Full USPTO retrosynthesis dataset with 1.9M reactions from patents (1976-2016). Predict the reactants needed to synthesize the given product. (1) Given the product [NH2:7][CH2:8][CH2:9][C:10]([NH:11][C:12]([CH3:15])([CH3:14])[CH3:13])=[O:16].[C:20]([OH:22])([C:19]([F:24])([F:23])[F:18])=[O:21], predict the reactants needed to synthesize it. The reactants are: C(OC(=O)[NH:7][CH2:8][CH2:9][C:10](=[O:16])[NH:11][C:12]([CH3:15])([CH3:14])[CH3:13])(C)(C)C.[F:18][C:19]([F:24])([F:23])[C:20]([OH:22])=[O:21]. (2) Given the product [Cl:14][C:11]1[CH:12]=[C:13]2[C:8]([C:7]([C:15](=[O:20])[C:16]([F:17])([F:18])[F:19])=[CH:6][N:5]2[CH2:4][C:3]([OH:21])=[O:2])=[CH:9][CH:10]=1, predict the reactants needed to synthesize it. The reactants are: C[O:2][C:3](=[O:21])[CH2:4][N:5]1[C:13]2[C:8](=[CH:9][CH:10]=[C:11]([Cl:14])[CH:12]=2)[C:7]([C:15](=[O:20])[C:16]([F:19])([F:18])[F:17])=[CH:6]1.O[Li].O.Cl.